Dataset: Full USPTO retrosynthesis dataset with 1.9M reactions from patents (1976-2016). Task: Predict the reactants needed to synthesize the given product. (1) The reactants are: [Cl:1][C:2]1[CH:3]=[CH:4][C:5]([F:23])=[C:6]([CH:22]=1)[C:7]([CH:9]1[CH2:14][CH2:13][N:12](C(OC(C)(C)C)=O)[CH2:11][CH2:10]1)=[O:8].[ClH:24]. Given the product [Cl:1][C:2]1[CH:3]=[CH:4][C:5]([F:23])=[C:6]([C:7]([CH:9]2[CH2:10][CH2:11][NH:12][CH2:13][CH2:14]2)=[O:8])[CH:22]=1.[ClH:24], predict the reactants needed to synthesize it. (2) Given the product [CH2:12]([N:19]1[CH:27]=[C:26]2[C:21]([CH:22]=[C:23]([C:2]3[CH:3]=[CH:4][N:5]4[C:10]=3[C:9]([NH2:11])=[N:8][CH:7]=[N:6]4)[CH:24]=[CH:25]2)=[N:20]1)[C:13]1[CH:18]=[CH:17][CH:16]=[CH:15][CH:14]=1, predict the reactants needed to synthesize it. The reactants are: Br[C:2]1[CH:3]=[CH:4][N:5]2[C:10]=1[C:9]([NH2:11])=[N:8][CH:7]=[N:6]2.[CH2:12]([N:19]1[CH:27]=[C:26]2[C:21]([CH:22]=[C:23](B3OC(C)(C)C(C)(C)O3)[CH:24]=[CH:25]2)=[N:20]1)[C:13]1[CH:18]=[CH:17][CH:16]=[CH:15][CH:14]=1.C([O-])([O-])=O.[Na+].[Na+].O. (3) Given the product [C:36]([N:35]1[C:31]([C:28]2[CH:27]=[CH:26][C:25]([Cl:24])=[CH:30][CH:29]=2)=[CH:32][C:33]([CH2:40][NH:21][CH2:20][CH2:19][N:16]2[CH2:15][CH2:14][N:13]([CH:6]([C:7]3[CH:8]=[CH:9][CH:10]=[CH:11][CH:12]=3)[C:5]3[CH:4]=[CH:3][C:2]([Cl:1])=[CH:23][CH:22]=3)[CH2:18][CH2:17]2)=[N:34]1)([CH3:39])([CH3:38])[CH3:37], predict the reactants needed to synthesize it. The reactants are: [Cl:1][C:2]1[CH:23]=[CH:22][C:5]([CH:6]([N:13]2[CH2:18][CH2:17][N:16]([CH2:19][CH2:20][NH2:21])[CH2:15][CH2:14]2)[C:7]2[CH:12]=[CH:11][CH:10]=[CH:9][CH:8]=2)=[CH:4][CH:3]=1.[Cl:24][C:25]1[CH:30]=[CH:29][C:28]([C:31]2[N:35]([C:36]([CH3:39])([CH3:38])[CH3:37])[N:34]=[C:33]([CH:40]=O)[CH:32]=2)=[CH:27][CH:26]=1.